Dataset: Peptide-MHC class I binding affinity with 185,985 pairs from IEDB/IMGT. Task: Regression. Given a peptide amino acid sequence and an MHC pseudo amino acid sequence, predict their binding affinity value. This is MHC class I binding data. The MHC is HLA-A02:06 with pseudo-sequence HLA-A02:06. The peptide sequence is YEFLQPILL. The binding affinity (normalized) is 0.120.